From a dataset of Reaction yield outcomes from USPTO patents with 853,638 reactions. Predict the reaction yield, written as a fraction of the theoretical maximum amount of product (1.0 means a 100% yield; for example, 0.34 means a 34% yield). The catalyst is C1COCC1.CS(C)=O. The yield is 0.720. The reactants are [CH2:1]([O:3][CH:4]([O:6][CH:7]1[CH2:23][O:22][C:10]2=[CH:11][CH:12]=[C:13]3[C:17]([N:16]([CH2:18][CH:19](O)[CH3:20])[N:15]=[CH:14]3)=[C:9]2[CH2:8]1)[CH3:5])[CH3:2].C(N(CC)CC)C.CS(OS(C)(=O)=O)(=O)=O.[N-:40]=[N+:41]=[N-:42].[Na+]. The product is [N:40]([CH:19]([CH3:20])[CH2:18][N:16]1[C:17]2[C:13](=[CH:12][CH:11]=[C:10]3[O:22][CH2:23][CH:7]([O:6][CH:4]([O:3][CH2:1][CH3:2])[CH3:5])[CH2:8][C:9]3=2)[CH:14]=[N:15]1)=[N+:41]=[N-:42].